This data is from Catalyst prediction with 721,799 reactions and 888 catalyst types from USPTO. The task is: Predict which catalyst facilitates the given reaction. (1) Reactant: [CH2:1]([C:3]1O[C:7](=[O:9])[C:6]2[CH:10]=[CH:11][CH:12]=[CH:13][C:5]=2[N:4]=1)[CH3:2].[NH2:14][C:15]1[CH:20]=[CH:19][C:18]([OH:21])=[CH:17][CH:16]=1. The catalyst class is: 9. Product: [CH2:1]([C:3]1[N:14]([C:15]2[CH:20]=[CH:19][C:18]([OH:21])=[CH:17][CH:16]=2)[C:7](=[O:9])[C:6]2[C:5](=[CH:13][CH:12]=[CH:11][CH:10]=2)[N:4]=1)[CH3:2]. (2) Reactant: Cl[C:2]1[N:6]([CH3:7])[C:5]2[CH:8]=[CH:9][C:10]([F:12])=[CH:11][C:4]=2[N:3]=1.[NH:13]1[CH2:18][CH2:17][NH:16][CH2:15][CH2:14]1. Product: [F:12][C:10]1[CH:9]=[CH:8][C:5]2[N:6]([CH3:7])[C:2]([N:13]3[CH2:18][CH2:17][NH:16][CH2:15][CH2:14]3)=[N:3][C:4]=2[CH:11]=1. The catalyst class is: 51. (3) Reactant: N(C(OC(C)C)=O)=NC(OC(C)C)=O.[CH3:15][CH2:16][CH:17](O)[CH2:18][CH2:19][CH2:20][CH2:21][CH2:22][CH2:23][CH3:24].[Cl:26][C:27]1[N:35]=[CH:34][N:33]=[C:32]2[C:28]=1[N:29]=[CH:30][NH:31]2.C1(P(C2C=CC=CC=2)C2C=CC=CC=2)C=CC=CC=1. Product: [Cl:26][C:27]1[N:35]=[CH:34][N:33]=[C:32]2[C:28]=1[N:29]=[CH:30][N:31]2[CH:17]([CH2:18][CH2:19][CH2:20][CH2:21][CH2:22][CH2:23][CH3:24])[CH2:16][CH3:15]. The catalyst class is: 7. (4) Reactant: [CH3:1][N:2]([CH3:29])[CH:3]1[CH2:7][CH2:6][N:5]([C:8]2[N:13]=[CH:12][C:11]([N:14]3[CH:19]=[CH:18][C:17]([O:20]CC4C=CC=CC=4)=[CH:16][C:15]3=[O:28])=[CH:10][CH:9]=2)[CH2:4]1. Product: [CH3:1][N:2]([CH3:29])[CH:3]1[CH2:7][CH2:6][N:5]([C:8]2[N:13]=[CH:12][C:11]([N:14]3[CH:19]=[CH:18][C:17]([OH:20])=[CH:16][C:15]3=[O:28])=[CH:10][CH:9]=2)[CH2:4]1. The catalyst class is: 19. (5) Reactant: [NH2:1][CH2:2][CH2:3][O:4][C:5]1[CH:10]=[CH:9][C:8]([NH:11][C:12](=[O:21])[C:13]2[CH:18]=[CH:17][CH:16]=[C:15]([O:19][CH3:20])[CH:14]=2)=[CH:7][C:6]=1[C:22]1[N:26]([CH3:27])[N:25]=[CH:24][CH:23]=1.Br[CH2:29][CH2:30][C:31]([F:34])([F:33])[F:32].C(N(CC)CC)C. Product: [CH3:20][O:19][C:15]1[CH:14]=[C:13]([CH:18]=[CH:17][CH:16]=1)[C:12]([NH:11][C:8]1[CH:9]=[CH:10][C:5]([O:4][CH2:3][CH2:2][NH:1][CH2:29][CH2:30][C:31]([F:34])([F:33])[F:32])=[C:6]([C:22]2[N:26]([CH3:27])[N:25]=[CH:24][CH:23]=2)[CH:7]=1)=[O:21]. The catalyst class is: 3. (6) The catalyst class is: 3. Product: [CH2:22]([N:15]1[CH2:16][CH2:17][N:13]([C:11]2[CH:10]=[N:9][N:8]([CH2:7][C:6]3[C:2]([CH3:1])=[N:3][O:4][C:5]=3[CH3:19])[CH:12]=2)[C:14]1=[O:18])[C:23]1[CH:28]=[CH:27][CH:26]=[CH:25][CH:24]=1. Reactant: [CH3:1][C:2]1[C:6]([CH2:7][N:8]2[CH:12]=[C:11]([N:13]3[CH2:17][CH2:16][NH:15][C:14]3=[O:18])[CH:10]=[N:9]2)=[C:5]([CH3:19])[O:4][N:3]=1.[H-].[Na+].[CH2:22](Br)[C:23]1[CH:28]=[CH:27][CH:26]=[CH:25][CH:24]=1. (7) Reactant: [C:1]([C:5]1[CH:12]=[CH:11][C:10]([N+:13]([O-])=O)=[CH:9][C:6]=1[C:7]#[N:8])([CH3:4])([CH3:3])[CH3:2].C([O-])=O.[NH4+]. Product: [NH2:13][C:10]1[CH:11]=[CH:12][C:5]([C:1]([CH3:4])([CH3:3])[CH3:2])=[C:6]([CH:9]=1)[C:7]#[N:8]. The catalyst class is: 256. (8) Reactant: [CH3:1][N:2]1[C:6](/[C:7](=[N:14]\[O:15][CH2:16][C:17]2[N:22]=[C:21]([NH2:23])[CH:20]=[CH:19][CH:18]=2)/[C:8]2[CH:13]=[CH:12][CH:11]=[CH:10][CH:9]=2)=[N:5][N:4]=[N:3]1.N1C=CC=CC=1.[C:30](Cl)(=[O:38])[O:31][CH:32]([CH3:37])[CH2:33][CH:34]1[CH2:36][CH2:35]1. Product: [CH:34]1([CH2:33][CH:32]([O:31][C:30](=[O:38])[NH:23][C:21]2[CH:20]=[CH:19][CH:18]=[C:17]([CH2:16][O:15]/[N:14]=[C:7](\[C:6]3[N:2]([CH3:1])[N:3]=[N:4][N:5]=3)/[C:8]3[CH:9]=[CH:10][CH:11]=[CH:12][CH:13]=3)[N:22]=2)[CH3:37])[CH2:36][CH2:35]1. The catalyst class is: 4. (9) Reactant: S(=O)(=O)(O)O.[Br:6][C:7]1[CH:24]=[CH:23][C:10]([O:11][C:12]2[CH:20]=[CH:19][C:18]([O:21][CH3:22])=[CH:17][C:13]=2[C:14]([OH:16])=O)=[CH:9][CH:8]=1. Product: [Br:6][C:7]1[CH:8]=[CH:9][C:10]2[O:11][C:12]3[C:13](=[CH:17][C:18]([O:21][CH3:22])=[CH:19][CH:20]=3)[C:14](=[O:16])[C:23]=2[CH:24]=1. The catalyst class is: 6.